Dataset: Forward reaction prediction with 1.9M reactions from USPTO patents (1976-2016). Task: Predict the product of the given reaction. (1) Given the reactants C([O:4][CH2:5][CH2:6][N:7]([C:17]1[CH:22]=[CH:21][C:20]([C:23]([F:26])([F:25])[F:24])=[CH:19][C:18]=1[CH2:27][N:28]([CH2:41][C:42]1[CH:47]=[C:46]([C:48]([F:51])([F:50])[F:49])[CH:45]=[C:44]([C:52]([F:55])([F:54])[F:53])[CH:43]=1)[C:29]1[N:34]=[CH:33][C:32]([N:35]2[CH2:40][CH2:39][O:38][CH2:37][CH2:36]2)=[CH:31][N:30]=1)[CH2:8][CH2:9][CH2:10][CH2:11][CH2:12][CH2:13][C:14]([OH:16])=[O:15])(=O)C.[OH-].[Na+:57], predict the reaction product. The product is: [Na+:57].[F:51][C:48]([F:49])([F:50])[C:46]1[CH:47]=[C:42]([CH:43]=[C:44]([C:52]([F:53])([F:55])[F:54])[CH:45]=1)[CH2:41][N:28]([CH2:27][C:18]1[CH:19]=[C:20]([C:23]([F:24])([F:25])[F:26])[CH:21]=[CH:22][C:17]=1[N:7]([CH2:6][CH2:5][OH:4])[CH2:8][CH2:9][CH2:10][CH2:11][CH2:12][CH2:13][C:14]([O-:16])=[O:15])[C:29]1[N:34]=[CH:33][C:32]([N:35]2[CH2:36][CH2:37][O:38][CH2:39][CH2:40]2)=[CH:31][N:30]=1. (2) Given the reactants [CH3:1][C:2]1[CH:3]=[C:4]([CH:26]=[CH:27][C:28]=1[OH:29])[NH:5][C:6]1[C:15]2[C:10](=[CH:11][C:12]([O:24][CH3:25])=[CH:13][C:14]=2[O:16][CH:17]2[CH2:22][CH2:21][N:20]([CH3:23])[CH2:19][CH2:18]2)[N:9]=[CH:8][N:7]=1.[CH2:30](Cl)[C:31]1[CH:36]=[CH:35][CH:34]=[CH:33][CH:32]=1, predict the reaction product. The product is: [CH2:30]([O:29][C:28]1[CH:27]=[CH:26][C:4]([NH:5][C:6]2[C:15]3[C:10](=[CH:11][C:12]([O:24][CH3:25])=[CH:13][C:14]=3[O:16][CH:17]3[CH2:22][CH2:21][N:20]([CH3:23])[CH2:19][CH2:18]3)[N:9]=[CH:8][N:7]=2)=[CH:3][C:2]=1[CH3:1])[C:31]1[CH:36]=[CH:35][CH:34]=[CH:33][CH:32]=1. (3) Given the reactants [Cl-].[Li+].[CH2:3]([Sn](CCCC)(CCCC)C=C)[CH2:4]CC.O1CCCC1.FC(F)(F)S(O[C:29]1[CH2:30][C@H:31]2[C@@H:38]([CH:39]=1)[C:33]1([O:37][CH2:36][CH2:35][O:34]1)[CH2:32]2)(=O)=O, predict the reaction product. The product is: [CH:3]([C:29]1[CH2:30][C@H:31]2[C@@H:38]([CH:39]=1)[C:33]1([O:37][CH2:36][CH2:35][O:34]1)[CH2:32]2)=[CH2:4]. (4) Given the reactants C([N-]C(C)C)(C)C.[Li+].[C:9]([N:13]1[C:21]2[C:16](=[C:17]([N:22]([C:27]([CH3:30])([CH3:29])[CH3:28])[C:23]([CH3:26])([CH3:25])[CH3:24])[CH:18]=[CH:19][CH:20]=2)[CH:15]=[CH:14]1)([CH3:12])([CH3:11])[CH3:10].[B:31](OC(C)C)([O:36]C(C)C)[O:32]C(C)C.Cl, predict the reaction product. The product is: [C:9]([N:13]1[C:21]2[C:16](=[C:17]([N:22]([C:27]([CH3:30])([CH3:29])[CH3:28])[C:23]([CH3:26])([CH3:25])[CH3:24])[CH:18]=[CH:19][CH:20]=2)[CH:15]=[C:14]1[B:31]([OH:36])[OH:32])([CH3:12])([CH3:11])[CH3:10]. (5) Given the reactants [CH3:1][S:2]([C:5]1[CH:6]=[CH:7][C:8]([N:14]2[CH2:19][CH2:18][O:17][CH2:16][CH2:15]2)=[C:9]([CH:13]=1)[C:10]([OH:12])=O)(=[O:4])=[O:3].FC(F)(F)C(O)=O.[F:27][C:28]([F:41])([F:40])[C:29]1[S:33][C:32]([N:34]2[CH2:39][CH2:38][NH:37][CH2:36][CH2:35]2)=[N:31][N:30]=1, predict the reaction product. The product is: [CH3:1][S:2]([C:5]1[CH:6]=[CH:7][C:8]([N:14]2[CH2:19][CH2:18][O:17][CH2:16][CH2:15]2)=[C:9]([C:10]([N:37]2[CH2:36][CH2:35][N:34]([C:32]3[S:33][C:29]([C:28]([F:40])([F:27])[F:41])=[N:30][N:31]=3)[CH2:39][CH2:38]2)=[O:12])[CH:13]=1)(=[O:3])=[O:4]. (6) Given the reactants [CH2:1]([N:8]1[CH2:13][CH2:12][N:11]([CH2:14][C:15]2[CH:20]=[CH:19][CH:18]=[CH:17][CH:16]=2)[CH2:10][CH:9]1[CH2:21][CH:22]=O)[C:2]1[CH:7]=[CH:6][CH:5]=[CH:4][CH:3]=1.[NH:24]1[CH2:29][CH2:28][CH2:27][CH2:26][CH2:25]1, predict the reaction product. The product is: [CH2:1]([N:8]1[CH2:13][CH2:12][N:11]([CH2:14][C:15]2[CH:20]=[CH:19][CH:18]=[CH:17][CH:16]=2)[CH2:10][CH:9]1[CH2:21][CH2:22][N:24]1[CH2:29][CH2:28][CH2:27][CH2:26][CH2:25]1)[C:2]1[CH:7]=[CH:6][CH:5]=[CH:4][CH:3]=1.